Task: Predict the product of the given reaction.. Dataset: Forward reaction prediction with 1.9M reactions from USPTO patents (1976-2016) (1) Given the reactants [NH:1]1[CH2:6][CH2:5][CH:4]([C:7]([O:9][CH3:10])=[O:8])[CH2:3][CH2:2]1.C(N(CC)CC)C.[CH2:18](Br)[C:19]1[CH:24]=[CH:23][CH:22]=[CH:21][CH:20]=1.O, predict the reaction product. The product is: [CH2:18]([N:1]1[CH2:6][CH2:5][CH:4]([C:7]([O:9][CH3:10])=[O:8])[CH2:3][CH2:2]1)[C:19]1[CH:24]=[CH:23][CH:22]=[CH:21][CH:20]=1. (2) Given the reactants [CH3:1][N:2]1[C:10]2[C:5](=[CH:6][CH:7]=[CH:8][CH:9]=2)[C:4]([CH2:11][NH:12][CH3:13])=[CH:3]1.CCN(CC)CC.[C:21](Cl)(=[O:24])[CH:22]=[CH2:23], predict the reaction product. The product is: [CH3:1][N:2]1[C:10]2[C:5](=[CH:6][CH:7]=[CH:8][CH:9]=2)[C:4]([CH2:11][N:12]([CH3:13])[C:21](=[O:24])[CH:22]=[CH2:23])=[CH:3]1. (3) The product is: [Cl:24][C:17]1[N:16]=[C:15]2[C:20]([N:21]=[CH:22][N:14]2[C@@H:12]2[CH2:13][C@H:9]([NH:8][C:27](=[O:28])[CH2:34][CH3:35])[C@@H:10]([OH:26])[C@H:11]2[OH:25])=[C:19]([NH:49][CH2:48][CH:47]([C:41]2[CH:42]=[CH:43][CH:44]=[CH:45][CH:46]=2)[C:50]2[CH:51]=[CH:52][CH:53]=[CH:54][CH:55]=2)[N:18]=1. Given the reactants C([N:8]([C:27](OC(C)(C)C)=[O:28])[C@H:9]1[CH2:13][C@@H:12]([N:14]2[CH:22]=[N:21][C:20]3[C:15]2=[N:16][C:17]([Cl:24])=[N:18][C:19]=3Cl)[C@H:11]([OH:25])[C@@H:10]1[OH:26])(OC(C)(C)C)=O.[CH:34](NC(C)C)(C)[CH3:35].[C:41]1([CH:47]([C:50]2[CH:55]=[CH:54][CH:53]=[CH:52][CH:51]=2)[CH2:48][NH2:49])[CH:46]=[CH:45][CH:44]=[CH:43][CH:42]=1, predict the reaction product. (4) Given the reactants [C:1]([O:5][C:6]([CH:8]1[CH2:12][CH:11]([OH:13])[CH2:10][CH:9]1[C:14](=[O:26])[NH:15][C:16]1([C:21]([O:23][CH2:24][CH3:25])=[O:22])[CH2:18][CH:17]1[CH:19]=[CH2:20])=[O:7])([CH3:4])([CH3:3])[CH3:2].O[C:28]1[C:37]2[C:32](=[C:33]([CH3:40])[C:34]([O:38][CH3:39])=[CH:35][CH:36]=2)[N:31]=[C:30]([C:41]2[CH:46]=[CH:45][CH:44]=[C:43]([CH3:47])[N:42]=2)[CH:29]=1.C1(P(C2C=CC=CC=2)C2C=CC=CC=2)C=CC=CC=1.CC(OC(/N=N/C(OC(C)C)=O)=O)C, predict the reaction product. The product is: [C:1]([O:5][C:6]([CH:8]1[CH2:12][CH:11]([O:13][C:28]2[C:37]3[C:32](=[C:33]([CH3:40])[C:34]([O:38][CH3:39])=[CH:35][CH:36]=3)[N:31]=[C:30]([C:41]3[CH:46]=[CH:45][CH:44]=[C:43]([CH3:47])[N:42]=3)[CH:29]=2)[CH2:10][CH:9]1[C:14](=[O:26])[NH:15][C:16]1([C:21]([O:23][CH2:24][CH3:25])=[O:22])[CH2:18][CH:17]1[CH:19]=[CH2:20])=[O:7])([CH3:4])([CH3:2])[CH3:3]. (5) Given the reactants C(O)(C)C.C([O:7][C:8](=O)[C:9]1[CH:14]=[CH:13][CH:12]=[N:11][C:10]=1[NH:15][CH2:16][C:17]1[CH:22]=[CH:21][C:20]([F:23])=[C:19]([F:24])[CH:18]=1)C.O.[NH2:27][NH2:28], predict the reaction product. The product is: [F:24][C:19]1[CH:18]=[C:17]([CH:22]=[CH:21][C:20]=1[F:23])[CH2:16][NH:15][C:10]1[N:11]=[CH:12][CH:13]=[CH:14][C:9]=1[C:8]([NH:27][NH2:28])=[O:7]. (6) The product is: [ClH:8].[NH2:1][C:2]1[N:7]=[C:6]([NH:9][C:10]2[CH:15]=[CH:14][C:13]([S:16]([NH:19][C:20]3[CH:25]=[CH:24][CH:23]=[CH:22][CH:21]=3)(=[O:18])=[O:17])=[CH:12][CH:11]=2)[CH:5]=[CH:4][N:3]=1. Given the reactants [NH2:1][C:2]1[N:7]=[C:6]([Cl:8])[CH:5]=[CH:4][N:3]=1.[NH2:9][C:10]1[CH:15]=[CH:14][C:13]([S:16]([NH:19][C:20]2[CH:25]=[CH:24][CH:23]=[CH:22][CH:21]=2)(=[O:18])=[O:17])=[CH:12][CH:11]=1.Cl, predict the reaction product.